Dataset: Forward reaction prediction with 1.9M reactions from USPTO patents (1976-2016). Task: Predict the product of the given reaction. (1) Given the reactants [CH3:1][C:2]1[CH:3]=[C:4]([CH:6]=[CH:7][C:8]=1[C:9]1[N:10]=[C:11]([N:20]2[CH2:25][CH2:24][O:23][CH2:22][C@@H:21]2[CH3:26])[C:12]2[CH2:18][CH2:17][N:16]([CH3:19])[CH2:15][C:13]=2[N:14]=1)[NH2:5].[CH2:27]([N:29]=[C:30]=[O:31])[CH3:28], predict the reaction product. The product is: [CH2:27]([NH:29][C:30]([NH:5][C:4]1[CH:6]=[CH:7][C:8]([C:9]2[N:10]=[C:11]([N:20]3[CH2:25][CH2:24][O:23][CH2:22][C@@H:21]3[CH3:26])[C:12]3[CH2:18][CH2:17][N:16]([CH3:19])[CH2:15][C:13]=3[N:14]=2)=[C:2]([CH3:1])[CH:3]=1)=[O:31])[CH3:28]. (2) Given the reactants Cl[C:2]1[CH:10]=[C:9]2[C:5]([C:6]([CH3:12])([CH3:11])[CH2:7][NH:8]2)=[CH:4][CH:3]=1.C1(P(C2CCCCC2)C2C=CC=CC=2C2C(OC)=CC=CC=2OC)CCCCC1.[CH3:42][N:43]1CCCC1=O, predict the reaction product. The product is: [CH3:11][C:6]1([CH3:12])[C:5]2[C:9](=[CH:10][C:2]([C:42]#[N:43])=[CH:3][CH:4]=2)[NH:8][CH2:7]1.